From a dataset of Catalyst prediction with 721,799 reactions and 888 catalyst types from USPTO. Predict which catalyst facilitates the given reaction. (1) Reactant: C(OC[CH:6]1[CH:8]([C:9]([O:11][CH2:12]C)=[O:10])[C:7]1([CH3:15])[CH3:14])(=O)C.CC[C@@H]1N2C(N(C3C=CC(F)=CC=3)C(=O)[C@H]2CC2C3C(NC1=2)=CC=CC=3)=O.[OH-].[Na+].OCC1C(C(O)=O)C1(C)C.CC1(C)C2C1COC2=O.OC[C@H]1[C@H](C(O)=O)C1(C)C. Product: [CH3:15][C:7]1([CH3:14])[C@H:8]2[C@@H:6]1[CH2:12][O:11][C:9]2=[O:10]. The catalyst class is: 93. (2) Reactant: [Cl:1][C:2]1[C:7]2[C:8]([I:11])=[N:9][NH:10][C:6]=2[CH:5]=[C:4]([CH3:12])[N:3]=1.[OH-].[K+].Cl[CH2:16][C:17]1[CH:22]=[CH:21][C:20]([O:23][CH3:24])=[CH:19][CH:18]=1. Product: [Cl:1][C:2]1[C:7]2[C:8]([I:11])=[N:9][N:10]([CH2:16][C:17]3[CH:22]=[CH:21][C:20]([O:23][CH3:24])=[CH:19][CH:18]=3)[C:6]=2[CH:5]=[C:4]([CH3:12])[N:3]=1. The catalyst class is: 3. (3) Product: [OH:1][C@@H:2]([CH2:25][OH:26])[CH2:3][CH2:4][O:5][C:6]1[CH:14]=[C:13]([F:15])[CH:12]=[C:11]([NH:16][C:17]2[CH:22]=[CH:21][C:20]([C:30]#[C:29][CH2:28][CH2:27][OH:31])=[CH:19][C:18]=2[F:24])[C:7]=1[C:8]([NH2:10])=[O:9]. Reactant: [OH:1][C@@H:2]([CH2:25][OH:26])[CH2:3][CH2:4][O:5][C:6]1[CH:14]=[C:13]([F:15])[CH:12]=[C:11]([NH:16][C:17]2[CH:22]=[CH:21][C:20](I)=[CH:19][C:18]=2[F:24])[C:7]=1[C:8]([NH2:10])=[O:9].[CH2:27]([OH:31])[CH2:28][C:29]#[CH:30].CCCC[N+](CCCC)(CCCC)CCCC.[F-]. The catalyst class is: 516. (4) The catalyst class is: 8. Reactant: [C:1]1([C:7]2[N:8]=[C:9]([CH:12]=[O:13])[NH:10][CH:11]=2)[CH:6]=[CH:5][CH:4]=[CH:3][CH:2]=1.C(=O)([O-])[O-].[Na+].[Na+].[CH2:20]1[O:23][CH:21]1[CH3:22]. Product: [OH:23][CH:21]([CH3:22])[CH2:20][N:10]1[CH:11]=[C:7]([C:1]2[CH:2]=[CH:3][CH:4]=[CH:5][CH:6]=2)[N:8]=[C:9]1[CH:12]=[O:13]. (5) Reactant: [NH2:1][C:2]1[CH:11]=[CH:10][C:5]([C:6]([O:8][CH3:9])=[O:7])=[CH:4][CH:3]=1.[F:12][C:13]1[CH:14]=[C:15](B(O)O)[CH:16]=[CH:17][CH:18]=1.N1C=CC=CC=1. Product: [F:12][C:13]1[CH:18]=[C:17]([NH:1][C:2]2[CH:3]=[CH:4][C:5]([C:6]([O:8][CH3:9])=[O:7])=[CH:10][CH:11]=2)[CH:16]=[CH:15][CH:14]=1. The catalyst class is: 221. (6) Reactant: [CH2:1]([O:3][C:4]([C:6]1[NH:7][C:8]([CH3:21])=[C:9]([C:12]2[CH:17]=[CH:16][C:15]([C:18]([OH:20])=O)=[CH:14][CH:13]=2)[C:10]=1[CH3:11])=[O:5])[CH3:2].C(Cl)(=O)C(Cl)=O.[CH:28]([C:31]1[CH:32]=[CH:33][C:34]([CH3:38])=[C:35]([NH2:37])[CH:36]=1)([CH3:30])[CH3:29].C(=O)(O)[O-].[Na+]. The catalyst class is: 85. Product: [CH2:1]([O:3][C:4]([C:6]1[NH:7][C:8]([CH3:21])=[C:9]([C:12]2[CH:13]=[CH:14][C:15]([C:18](=[O:20])[NH:37][C:35]3[CH:36]=[C:31]([CH:28]([CH3:29])[CH3:30])[CH:32]=[CH:33][C:34]=3[CH3:38])=[CH:16][CH:17]=2)[C:10]=1[CH3:11])=[O:5])[CH3:2]. (7) Reactant: [Si]([O:18][CH2:19][C@@H:20]1[CH2:25][CH:24]2[CH:22]([CH2:23]2)[N:21]1[C:26]([O:28][C:29]([CH3:32])([CH3:31])[CH3:30])=[O:27])(C(C)(C)C)(C1C=CC=CC=1)C1C=CC=CC=1.CCCC[N+](CCCC)(CCCC)CCCC.[F-]. Product: [OH:18][CH2:19][C@@H:20]1[CH2:25][CH:24]2[CH:22]([CH2:23]2)[N:21]1[C:26]([O:28][C:29]([CH3:32])([CH3:31])[CH3:30])=[O:27]. The catalyst class is: 7. (8) Reactant: C[O:2][C:3](=[O:25])[CH2:4][N:5]1[C:9](=[O:10])[N:8]([CH2:11][C@H:12]([OH:17])[C:13]([F:16])([F:15])[F:14])[C:7]([C:18]2[CH:23]=[CH:22][C:21]([Cl:24])=[CH:20][CH:19]=2)=[N:6]1.[OH-].[Li+]. Product: [Cl:24][C:21]1[CH:22]=[CH:23][C:18]([C:7]2[N:8]([CH2:11][C@H:12]([OH:17])[C:13]([F:16])([F:14])[F:15])[C:9](=[O:10])[N:5]([CH2:4][C:3]([OH:25])=[O:2])[N:6]=2)=[CH:19][CH:20]=1. The catalyst class is: 24.